This data is from Full USPTO retrosynthesis dataset with 1.9M reactions from patents (1976-2016). The task is: Predict the reactants needed to synthesize the given product. (1) Given the product [C:1]([O:9][C:10]1[CH:18]=[CH:17][C:13]([C:14]([Cl:21])=[O:15])=[CH:12][CH:11]=1)(=[O:8])[C:2]1[CH:7]=[CH:6][CH:5]=[CH:4][CH:3]=1, predict the reactants needed to synthesize it. The reactants are: [C:1]([O:9][C:10]1[CH:18]=[CH:17][C:13]([C:14](O)=[O:15])=[CH:12][CH:11]=1)(=[O:8])[C:2]1[CH:7]=[CH:6][CH:5]=[CH:4][CH:3]=1.S(Cl)([Cl:21])=O. (2) The reactants are: [CH2:1]([N:5]1[CH:10]=[CH:9][C:8]([CH3:12])([CH3:11])[CH2:7][CH2:6]1)[CH:2]([CH3:4])[CH3:3].C(N(CC)CC)C.[C:20](Cl)(=[O:23])[CH2:21][CH3:22]. Given the product [CH2:1]([N:5]1[CH2:6][CH2:7][C:8]([CH3:12])([CH3:11])[C:9]([C:20](=[O:23])[CH2:21][CH3:22])=[CH:10]1)[CH:2]([CH3:4])[CH3:3], predict the reactants needed to synthesize it. (3) Given the product [NH2:1][C:2]1[C:7]([O:10][CH:11]2[CH2:16][CH2:15][CH2:14][N:13]([C:17]([O:19][C:20]([CH3:23])([CH3:22])[CH3:21])=[O:18])[CH2:12]2)=[N:6][C:5]([Br:9])=[CH:4][N:3]=1, predict the reactants needed to synthesize it. The reactants are: [NH2:1][C:2]1[C:7](Br)=[N:6][C:5]([Br:9])=[CH:4][N:3]=1.[OH:10][CH:11]1[CH2:16][CH2:15][CH2:14][N:13]([C:17]([O:19][C:20]([CH3:23])([CH3:22])[CH3:21])=[O:18])[CH2:12]1. (4) Given the product [C:1]([O:5][C:6](=[O:25])[NH:7][C:8]1[CH:13]=[C:12]([N:14]2[CH2:15][CH2:16][O:17][CH2:18][CH2:19]2)[C:11]([C:20]([F:21])([F:22])[F:23])=[CH:10][C:9]=1[NH:24][C:31](=[O:30])[CH2:32][C:33](=[O:53])[C:34]1[CH:39]=[CH:38][CH:37]=[C:36]([N:40]2[C:44]([CH2:45][O:46][CH:47]3[CH2:52][CH2:51][CH2:50][CH2:49][O:48]3)=[CH:43][N:42]=[N:41]2)[CH:35]=1)([CH3:4])([CH3:2])[CH3:3], predict the reactants needed to synthesize it. The reactants are: [C:1]([O:5][C:6](=[O:25])[NH:7][C:8]1[CH:13]=[C:12]([N:14]2[CH2:19][CH2:18][O:17][CH2:16][CH2:15]2)[C:11]([C:20]([F:23])([F:22])[F:21])=[CH:10][C:9]=1[NH2:24])([CH3:4])([CH3:3])[CH3:2].C([O:30][C:31](=O)[CH2:32][C:33](=[O:53])[C:34]1[CH:39]=[CH:38][CH:37]=[C:36]([N:40]2[C:44]([CH2:45][O:46][CH:47]3[CH2:52][CH2:51][CH2:50][CH2:49][O:48]3)=[CH:43][N:42]=[N:41]2)[CH:35]=1)(C)(C)C. (5) Given the product [CH2:24]([N:28]([CH2:29][C:30]1[CH:42]=[CH:41][C:33]([O:34][CH2:35][C:36]([O:38][CH2:39][CH3:40])=[O:37])=[C:32]([CH3:43])[CH:31]=1)[C:2]1[CH:7]=[N:6][CH:5]=[C:4]([C:8]2[CH:13]=[CH:12][C:11]([Cl:14])=[CH:10][CH:9]=2)[N:3]=1)[CH2:25][CH2:26][CH3:27], predict the reactants needed to synthesize it. The reactants are: Br[C:2]1[CH:7]=[N:6][CH:5]=[C:4]([C:8]2[CH:13]=[CH:12][C:11]([Cl:14])=[CH:10][CH:9]=2)[N:3]=1.C(N(CC)C(C)C)(C)C.[CH2:24]([NH:28][CH2:29][C:30]1[CH:42]=[CH:41][C:33]([O:34][CH2:35][C:36]([O:38][CH2:39][CH3:40])=[O:37])=[C:32]([CH3:43])[CH:31]=1)[CH2:25][CH2:26][CH3:27]. (6) Given the product [N+:8]([C:5]1[CH:6]=[CH:7][C:2]([S:1][CH2:12][CH2:13][O:14][C:15](=[O:23])[C:16]2[CH:21]=[CH:20][CH:19]=[C:18]([Cl:22])[CH:17]=2)=[N:3][CH:4]=1)([O-:10])=[O:9], predict the reactants needed to synthesize it. The reactants are: [SH:1][C:2]1[CH:7]=[CH:6][C:5]([N+:8]([O-:10])=[O:9])=[CH:4][N:3]=1.Br[CH2:12][CH2:13][O:14][C:15](=[O:23])[C:16]1[CH:21]=[CH:20][CH:19]=[C:18]([Cl:22])[CH:17]=1.C([O-])([O-])=O.[K+].[K+]. (7) Given the product [Cl:2][C:3]1[CH:4]=[C:5]([C:8]2[O:12][N:11]=[C:10]([C@H:13]3[CH2:18][CH2:17][CH2:16][N:15]([C:24]([C:23]4[CH:27]=[CH:28][C:20]([F:19])=[CH:21][CH:22]=4)=[O:25])[CH2:14]3)[N:9]=2)[NH:6][CH:7]=1, predict the reactants needed to synthesize it. The reactants are: Cl.[Cl:2][C:3]1[CH:4]=[C:5]([C:8]2[O:12][N:11]=[C:10]([C@H:13]3[CH2:18][CH2:17][CH2:16][NH:15][CH2:14]3)[N:9]=2)[NH:6][CH:7]=1.[F:19][C:20]1[CH:28]=[CH:27][C:23]([C:24](Cl)=[O:25])=[CH:22][CH:21]=1.